This data is from Reaction yield outcomes from USPTO patents with 853,638 reactions. The task is: Predict the reaction yield, written as a fraction of the theoretical maximum amount of product (1.0 means a 100% yield; for example, 0.34 means a 34% yield). The reactants are C(Cl)CCl.[CH3:5][S:6]([C:9]1[CH:10]=[C:11]([C:21]([OH:23])=O)[C:12]([C:15]2[CH:20]=[CH:19][CH:18]=[CH:17][CH:16]=2)=[CH:13][CH:14]=1)(=[O:8])=[O:7].[F:24][C:25]1[CH:26]=[C:27]([C:37](=[O:39])[CH3:38])[CH:28]=[CH:29][C:30]=1[N:31]1[CH2:36][CH2:35][NH:34][CH2:33][CH2:32]1.N1CCNCC1.CCN(CC)CC. The catalyst is C(Cl)Cl.O. The product is [F:24][C:25]1[CH:26]=[C:27]([C:37](=[O:39])[CH3:38])[CH:28]=[CH:29][C:30]=1[N:31]1[CH2:36][CH2:35][N:34]([C:21]([C:11]2[CH:10]=[C:9]([S:6]([CH3:5])(=[O:7])=[O:8])[CH:14]=[CH:13][C:12]=2[C:15]2[CH:16]=[CH:17][CH:18]=[CH:19][CH:20]=2)=[O:23])[CH2:33][CH2:32]1. The yield is 0.680.